This data is from Full USPTO retrosynthesis dataset with 1.9M reactions from patents (1976-2016). The task is: Predict the reactants needed to synthesize the given product. Given the product [C:35]([C:33]1[S:34][C:30]2[CH:29]=[C:28]([NH:27][C:19](=[O:20])[CH2:18][CH:17]([CH3:22])[CH2:16][C:14]([NH:13][C:9]3[CH:8]=[C:7]4[C:12](=[CH:11][CH:10]=3)[N:3]([CH2:1][CH3:2])[C:4](=[O:26])[N:5]([CH2:24][CH3:25])[C:6]4=[O:23])=[O:15])[CH:38]=[CH:37][C:31]=2[N:32]=1)#[N:36], predict the reactants needed to synthesize it. The reactants are: [CH2:1]([N:3]1[C:12]2[C:7](=[CH:8][C:9]([NH:13][C:14]([CH2:16][CH:17]([CH3:22])[CH2:18][C:19](O)=[O:20])=[O:15])=[CH:10][CH:11]=2)[C:6](=[O:23])[N:5]([CH2:24][CH3:25])[C:4]1=[O:26])[CH3:2].[NH2:27][C:28]1[CH:38]=[CH:37][C:31]2[N:32]=[C:33]([C:35]#[N:36])[S:34][C:30]=2[CH:29]=1.CCN(C(C)C)C(C)C.C(P1(=O)OP(CCC)(=O)OP(CCC)(=O)O1)CC.